This data is from Forward reaction prediction with 1.9M reactions from USPTO patents (1976-2016). The task is: Predict the product of the given reaction. (1) Given the reactants [CH:1]([C:3]1[O:7][C:6]([C:8]([OH:10])=O)=[CH:5][CH:4]=1)=[O:2].[CH3:11][C:12]1[CH:17]=[C:16]([CH3:18])[N:15]=[C:14]([NH2:19])[CH:13]=1, predict the reaction product. The product is: [CH3:11][C:12]1[CH:17]=[C:16]([CH3:18])[N:15]=[C:14]([NH:19][C:8]([C:6]2[O:7][C:3]([CH:1]=[O:2])=[CH:4][CH:5]=2)=[O:10])[CH:13]=1. (2) The product is: [NH2:36][C:33]([CH3:35])([CH3:34])[C:32]([NH:31][C@H:10]([CH2:9][O:8][CH2:1][C:2]1[CH:3]=[CH:4][CH:5]=[CH:6][CH:7]=1)[C:11]([N:13]1[CH2:30][CH2:29][CH2:28][C:15]2([C:19](=[O:20])[N:18]([CH3:21])[CH2:17][CH:16]2[C:22]2[CH:23]=[CH:24][CH:25]=[CH:26][CH:27]=2)[CH2:14]1)=[O:12])=[O:44]. Given the reactants [CH2:1]([O:8][CH2:9][C@@H:10]([NH:31][C:32](=[O:44])[C:33]([NH:36]C(=O)OC(C)(C)C)([CH3:35])[CH3:34])[C:11]([N:13]1[CH2:30][CH2:29][CH2:28][C:15]2([C:19](=[O:20])[N:18]([CH3:21])[CH2:17][CH:16]2[C:22]2[CH:27]=[CH:26][CH:25]=[CH:24][CH:23]=2)[CH2:14]1)=[O:12])[C:2]1[CH:7]=[CH:6][CH:5]=[CH:4][CH:3]=1.C(O)(C(F)(F)F)=O, predict the reaction product. (3) Given the reactants [Cl:1][C:2]1[C:10]([Cl:11])=[CH:9][CH:8]=[CH:7][C:3]=1[C:4]([NH2:6])=[O:5].CO[CH:14](OC)[N:15]([CH3:17])[CH3:16], predict the reaction product. The product is: [Cl:1][C:2]1[C:10]([Cl:11])=[CH:9][CH:8]=[CH:7][C:3]=1[C:4]([N:6]=[CH:14][N:15]([CH3:17])[CH3:16])=[O:5].